Dataset: Catalyst prediction with 721,799 reactions and 888 catalyst types from USPTO. Task: Predict which catalyst facilitates the given reaction. Reactant: [F:1][C:2]([F:26])([F:25])[C:3]([NH:5][C:6]1[C:14]2[C:9](=[CH:10][CH:11]=[C:12]([S:15]([C:18]3[CH:23]=[CH:22][CH:21]=[C:20]([F:24])[CH:19]=3)(=[O:17])=[O:16])[CH:13]=2)[NH:8][N:7]=1)=[O:4].Cl[C:28]([C:41]1[CH:46]=[CH:45][CH:44]=[CH:43][CH:42]=1)([C:35]1[CH:40]=[CH:39][CH:38]=[CH:37][CH:36]=1)[C:29]1[CH:34]=[CH:33][CH:32]=[CH:31][CH:30]=1.C(N(CC)CC)C. Product: [F:26][C:2]([F:1])([F:25])[C:3]([NH:5][C:6]1[C:14]2[C:9](=[CH:10][CH:11]=[C:12]([S:15]([C:18]3[CH:23]=[CH:22][CH:21]=[C:20]([F:24])[CH:19]=3)(=[O:16])=[O:17])[CH:13]=2)[N:8]([C:28]([C:29]2[CH:34]=[CH:33][CH:32]=[CH:31][CH:30]=2)([C:41]2[CH:42]=[CH:43][CH:44]=[CH:45][CH:46]=2)[C:35]2[CH:36]=[CH:37][CH:38]=[CH:39][CH:40]=2)[N:7]=1)=[O:4]. The catalyst class is: 4.